This data is from Reaction yield outcomes from USPTO patents with 853,638 reactions. The task is: Predict the reaction yield, written as a fraction of the theoretical maximum amount of product (1.0 means a 100% yield; for example, 0.34 means a 34% yield). (1) The reactants are [C:1]([C:3]1[CH:7]=[C:6]([C:8](=[O:27])[CH:9]([C:13]2[CH:18]=[CH:17][C:16]([N:19]3[CH:24]=[CH:23][CH:22]=[CH:21][C:20]3=[O:25])=[CH:15][C:14]=2[F:26])C([O-])=O)[N:5]([C:28]2[CH:33]=[CH:32][C:31]([O:34][CH3:35])=[CH:30][CH:29]=2)[N:4]=1)#[N:2].CO.S(O)(O)(=O)=O.C(=O)([O-])O. The catalyst is C(OCC)(=O)C. The product is [F:26][C:14]1[CH:15]=[C:16]([N:19]2[CH:24]=[CH:23][CH:22]=[CH:21][C:20]2=[O:25])[CH:17]=[CH:18][C:13]=1[CH2:9][C:8]([C:6]1[N:5]([C:28]2[CH:29]=[CH:30][C:31]([O:34][CH3:35])=[CH:32][CH:33]=2)[N:4]=[C:3]([C:1]#[N:2])[CH:7]=1)=[O:27]. The yield is 0.850. (2) The reactants are [CH2:1]([O:3][C:4]1[CH:9]=[CH:8][CH:7]=[CH:6][C:5]=1[CH2:10][CH2:11][N:12]1[CH:16]=[C:15]([C:17]2[CH:22]=[C:21]([C:23]#[N:24])[CH:20]=[CH:19][N:18]=2)[N:14]=[CH:13]1)[CH3:2].[NH4+].[Cl-].[N-:27]=[N+:28]=[N-:29].[Na+].Cl.[OH-].[Na+]. The catalyst is CN(C=O)C. The product is [CH2:1]([O:3][C:4]1[CH:9]=[CH:8][CH:7]=[CH:6][C:5]=1[CH2:10][CH2:11][N:12]1[CH:16]=[C:15]([C:17]2[CH:22]=[C:21]([C:23]3[N:27]=[N:28][NH:29][N:24]=3)[CH:20]=[CH:19][N:18]=2)[N:14]=[CH:13]1)[CH3:2]. The yield is 0.560. (3) The reactants are [Cl:1][C:2]1[CH:3]=[C:4]([CH:9](O)[C:10]([F:13])([F:12])[F:11])[CH:5]=[C:6]([Cl:8])[CH:7]=1.[Br:15]N1C(=O)CCC1=O.P(OC1C=CC=CC=1)(OC1C=CC=CC=1)OC1C=CC=CC=1. The catalyst is C(Cl)Cl. The product is [Br:15][CH:9]([C:4]1[CH:3]=[C:2]([Cl:1])[CH:7]=[C:6]([Cl:8])[CH:5]=1)[C:10]([F:13])([F:12])[F:11]. The yield is 0.400. (4) The reactants are S(=O)(=O)(O)O.[C:6]1(=[O:11])[O:10][CH2:9][CH2:8][CH2:7]1.[CH:12](OCC)([O:16][CH2:17][CH3:18])OCC.[CH2:22](O)C. No catalyst specified. The product is [CH2:12]([O:16][CH2:17][CH2:18][CH2:7][C:6]([O:10][CH2:9][CH3:8])=[O:11])[CH3:22]. The yield is 0.950. (5) The reactants are [Br:1][C:2]1[CH:7]=[CH:6][N+:5]([O-])=[C:4]2[NH:9][CH:10]=[CH:11][C:3]=12.CS([Cl:16])(=O)=O. The catalyst is CN(C)C=O. The product is [Br:1][C:2]1[CH:7]=[C:6]([Cl:16])[N:5]=[C:4]2[NH:9][CH:10]=[CH:11][C:3]=12. The yield is 0.890.